From a dataset of Forward reaction prediction with 1.9M reactions from USPTO patents (1976-2016). Predict the product of the given reaction. (1) Given the reactants [Br:1][C:2]1[CH:9]=[C:8]([S:10][C:11]2[CH:16]=[CH:15][C:14]([Cl:17])=[C:13]([Cl:18])[CH:12]=2)[CH:7]=[CH:6][C:3]=1[CH2:4][OH:5].C(N(CC)C(C)C)(C)C.[CH3:28][O:29][CH2:30]Cl.O, predict the reaction product. The product is: [Br:1][C:2]1[CH:9]=[C:8]([S:10][C:11]2[CH:16]=[CH:15][C:14]([Cl:17])=[C:13]([Cl:18])[CH:12]=2)[CH:7]=[CH:6][C:3]=1[CH2:4][O:5][CH2:28][O:29][CH3:30]. (2) Given the reactants [C:1]([O:5][C:6](=[O:36])[NH:7][C@@H:8]([CH2:29][C:30]1[CH:35]=[CH:34][CH:33]=[CH:32][CH:31]=1)[CH2:9][O:10][C:11]1[CH:16]=[CH:15][C:14]([CH:17]=[O:18])=[C:13]([C:19]2[CH:20]=[C:21]3[C:25](=[CH:26][CH:27]=2)[NH:24][N:23]=[C:22]3[CH3:28])[CH:12]=1)([CH3:4])([CH3:3])[CH3:2].[BH4-].[Na+], predict the reaction product. The product is: [C:1]([O:5][C:6](=[O:36])[NH:7][C@@H:8]([CH2:29][C:30]1[CH:35]=[CH:34][CH:33]=[CH:32][CH:31]=1)[CH2:9][O:10][C:11]1[CH:16]=[CH:15][C:14]([CH2:17][OH:18])=[C:13]([C:19]2[CH:20]=[C:21]3[C:25](=[CH:26][CH:27]=2)[NH:24][N:23]=[C:22]3[CH3:28])[CH:12]=1)([CH3:4])([CH3:2])[CH3:3]. (3) The product is: [O:39]=[C:32]([NH:33][C:34]1[NH:38][N:37]=[CH:36][CH:35]=1)[C:31]([C@@H:40]([NH:45][C:1](=[O:29])[O:2][C@H:3]([CH2:8][O:9][C:10]1[CH:11]=[CH:12][C:13]([C:16]([NH2:18])=[O:17])=[CH:14][CH:15]=1)[C:4]([CH3:5])([CH3:6])[CH3:7])[CH2:41][CH2:42][CH2:43][CH3:44])=[O:30]. Given the reactants [C:1](=[O:29])(OC1C=CC([N+]([O-])=O)=CC=1)[O:2][C@H:3]([CH2:8][O:9][C:10]1[CH:15]=[CH:14][C:13]([C:16]([NH2:18])=[O:17])=[CH:12][CH:11]=1)[C:4]([CH3:7])([CH3:6])[CH3:5].[OH:30][CH:31]([C@@H:40]([NH:45]C(=O)OC(C)(C)C)[CH2:41][CH2:42][CH2:43][CH3:44])[C:32](=[O:39])[NH:33][C:34]1[NH:38][N:37]=[CH:36][CH:35]=1.CC(OI1(OC(C)=O)(OC(C)=O)OC(=O)C2C=CC=CC1=2)=O, predict the reaction product. (4) Given the reactants [Cl:1][C:2]1[CH:7]=[C:6]([C:8]2[CH2:12][C:11]([C:17]3[CH:22]=[C:21]([Cl:23])[C:20]([Cl:24])=[C:19]([Cl:25])[CH:18]=3)([C:13]([F:16])([F:15])[F:14])[O:10][N:9]=2)[CH:5]=[CH:4][C:3]=1[N:26]1[CH2:29][CH:28]([C:30](O)=[O:31])[CH2:27]1.CCN=C=N[CH2:38][CH2:39][CH2:40][N:41](C)C.Cl.Cl.CCN(C(C)C)C(C)C.C1(N)CC1, predict the reaction product. The product is: [CH:40]1([NH:41][C:30]([CH:28]2[CH2:27][N:26]([C:3]3[CH:4]=[CH:5][C:6]([C:8]4[CH2:12][C:11]([C:17]5[CH:22]=[C:21]([Cl:23])[C:20]([Cl:24])=[C:19]([Cl:25])[CH:18]=5)([C:13]([F:14])([F:16])[F:15])[O:10][N:9]=4)=[CH:7][C:2]=3[Cl:1])[CH2:29]2)=[O:31])[CH2:38][CH2:39]1. (5) Given the reactants [NH:1]([C:3]([C:5]1[S:6][CH:7]=[CH:8][C:9]=1[NH:10][C:11](=[O:21])[CH2:12][C:13]1[CH:18]=[CH:17][C:16]([O:19][CH3:20])=[CH:15][CH:14]=1)=O)[NH2:2].[CH2:22]1[CH:24]([C:25](N)=[NH:26])[CH2:23]1.Cl.C[O-].[Na+], predict the reaction product. The product is: [CH:24]1([C:25]2[N:26]=[C:3]([C:5]3[S:6][CH:7]=[CH:8][C:9]=3[NH:10][C:11](=[O:21])[CH2:12][C:13]3[CH:18]=[CH:17][C:16]([O:19][CH3:20])=[CH:15][CH:14]=3)[NH:1][N:2]=2)[CH2:22][CH2:23]1. (6) Given the reactants [I:1][C:2]1[C:10]2[C:5](=[C:6]([O:11][CH3:12])[N:7]=[CH:8][CH:9]=2)[NH:4][CH:3]=1.[H-].[Na+].[CH3:15]I, predict the reaction product. The product is: [I:1][C:2]1[C:10]2[C:5](=[C:6]([O:11][CH3:12])[N:7]=[CH:8][CH:9]=2)[N:4]([CH3:15])[CH:3]=1. (7) Given the reactants [CH3:1][C:2]1[O:6][C:5]([C:7]2[CH:12]=[CH:11][CH:10]=[CH:9][CH:8]=2)=[N:4][C:3]=1[CH2:13][CH2:14]OS(C1C=CC(C)=CC=1)(=O)=O.[C-:26]#[N:27].[Na+].C(=O)(O)[O-].[K+].O, predict the reaction product. The product is: [CH3:1][C:2]1[O:6][C:5]([C:7]2[CH:8]=[CH:9][CH:10]=[CH:11][CH:12]=2)=[N:4][C:3]=1[CH2:13][CH2:14][C:26]#[N:27]. (8) Given the reactants [CH2:1]([O:3][C:4]([C:6]1[CH:7]=[C:8]2[C:13](=[CH:14][CH:15]=1)[NH:12][CH:11]([C:16]1[CH:21]=[C:20]([Br:22])[CH:19]=[CH:18][C:17]=1[F:23])[C:10]([CH3:25])([CH3:24])[CH:9]2O)=[O:5])[CH3:2].C([SiH](CC)CC)C.FC(F)(F)C(O)=O, predict the reaction product. The product is: [CH2:1]([O:3][C:4]([C:6]1[CH:7]=[C:8]2[C:13](=[CH:14][CH:15]=1)[NH:12][CH:11]([C:16]1[CH:21]=[C:20]([Br:22])[CH:19]=[CH:18][C:17]=1[F:23])[C:10]([CH3:24])([CH3:25])[CH2:9]2)=[O:5])[CH3:2]. (9) Given the reactants C(C1C=CC=C(C(C)C)C=1N1[C:22](=[O:23])[C:21]2[CH:24]=[C:25]([C:34]3[CH:39]=[CH:38][CH:37]=[CH:36][CH:35]=3)[C:26]3[O:27][C:28]4[C:33]([C:18]5[C:19]=3[C:20]=2C(=[CH:16][C:17]=5[C:40]2[CH:45]=[CH:44][CH:43]=[CH:42][CH:41]=2)C1=O)=[CH:32][CH:31]=[CH:30][CH:29]=4)(C)C.[OH-].[K+].[CH3:49][C:50]([OH:52])=[O:51].Cl, predict the reaction product. The product is: [C:34]1([C:25]2[CH:24]=[C:21]3[C:22](=[O:23])[O:51][C:50](=[O:52])[C:49]4[CH:16]=[C:17]([C:40]5[CH:45]=[CH:44][CH:43]=[CH:42][CH:41]=5)[C:18]5[C:33]6[C:28]([O:27][C:26]=2[C:19]=5[C:20]3=4)=[CH:29][CH:30]=[CH:31][CH:32]=6)[CH:35]=[CH:36][CH:37]=[CH:38][CH:39]=1.